This data is from NCI-60 drug combinations with 297,098 pairs across 59 cell lines. The task is: Regression. Given two drug SMILES strings and cell line genomic features, predict the synergy score measuring deviation from expected non-interaction effect. (1) Drug 1: CC1=C2C(C(=O)C3(C(CC4C(C3C(C(C2(C)C)(CC1OC(=O)C(C(C5=CC=CC=C5)NC(=O)OC(C)(C)C)O)O)OC(=O)C6=CC=CC=C6)(CO4)OC(=O)C)OC)C)OC. Drug 2: CCCCCOC(=O)NC1=NC(=O)N(C=C1F)C2C(C(C(O2)C)O)O. Synergy scores: CSS=59.3, Synergy_ZIP=6.00, Synergy_Bliss=4.67, Synergy_Loewe=-22.7, Synergy_HSA=4.55. Cell line: OVCAR-8. (2) Drug 1: CC1=C(C(CCC1)(C)C)C=CC(=CC=CC(=CC(=O)O)C)C. Drug 2: C(CC(=O)O)C(=O)CN.Cl. Cell line: HS 578T. Synergy scores: CSS=14.4, Synergy_ZIP=-5.65, Synergy_Bliss=-0.457, Synergy_Loewe=-14.7, Synergy_HSA=0.400. (3) Drug 1: C1CN(P(=O)(OC1)NCCCl)CCCl. Drug 2: CC(C)CN1C=NC2=C1C3=CC=CC=C3N=C2N. Cell line: CCRF-CEM. Synergy scores: CSS=7.08, Synergy_ZIP=-3.68, Synergy_Bliss=-3.01, Synergy_Loewe=1.38, Synergy_HSA=1.45. (4) Drug 1: C1=CC(=CC=C1CCCC(=O)O)N(CCCl)CCCl. Drug 2: CCCS(=O)(=O)NC1=C(C(=C(C=C1)F)C(=O)C2=CNC3=C2C=C(C=N3)C4=CC=C(C=C4)Cl)F. Cell line: MDA-MB-231. Synergy scores: CSS=18.4, Synergy_ZIP=-5.50, Synergy_Bliss=-4.57, Synergy_Loewe=-7.75, Synergy_HSA=-6.30. (5) Drug 1: C1CCN(CC1)CCOC2=CC=C(C=C2)C(=O)C3=C(SC4=C3C=CC(=C4)O)C5=CC=C(C=C5)O. Drug 2: CCN(CC)CCNC(=O)C1=C(NC(=C1C)C=C2C3=C(C=CC(=C3)F)NC2=O)C. Cell line: HCT116. Synergy scores: CSS=-0.800, Synergy_ZIP=1.23, Synergy_Bliss=1.20, Synergy_Loewe=-2.28, Synergy_HSA=-2.31. (6) Drug 1: CCCS(=O)(=O)NC1=C(C(=C(C=C1)F)C(=O)C2=CNC3=C2C=C(C=N3)C4=CC=C(C=C4)Cl)F. Drug 2: CS(=O)(=O)C1=CC(=C(C=C1)C(=O)NC2=CC(=C(C=C2)Cl)C3=CC=CC=N3)Cl. Cell line: SK-OV-3. Synergy scores: CSS=4.33, Synergy_ZIP=-0.322, Synergy_Bliss=-1.92, Synergy_Loewe=-3.58, Synergy_HSA=-3.17. (7) Drug 1: CC1=C2C(C(=O)C3(C(CC4C(C3C(C(C2(C)C)(CC1OC(=O)C(C(C5=CC=CC=C5)NC(=O)OC(C)(C)C)O)O)OC(=O)C6=CC=CC=C6)(CO4)OC(=O)C)OC)C)OC. Drug 2: CC1OCC2C(O1)C(C(C(O2)OC3C4COC(=O)C4C(C5=CC6=C(C=C35)OCO6)C7=CC(=C(C(=C7)OC)O)OC)O)O. Cell line: HOP-62. Synergy scores: CSS=61.9, Synergy_ZIP=1.23, Synergy_Bliss=0.918, Synergy_Loewe=4.95, Synergy_HSA=6.52. (8) Drug 1: COC1=C(C=C2C(=C1)N=CN=C2NC3=CC(=C(C=C3)F)Cl)OCCCN4CCOCC4. Drug 2: CC1=C2C(C(=O)C3(C(CC4C(C3C(C(C2(C)C)(CC1OC(=O)C(C(C5=CC=CC=C5)NC(=O)C6=CC=CC=C6)O)O)OC(=O)C7=CC=CC=C7)(CO4)OC(=O)C)O)C)OC(=O)C. Cell line: HCT116. Synergy scores: CSS=45.4, Synergy_ZIP=-1.20, Synergy_Bliss=0.397, Synergy_Loewe=-34.0, Synergy_HSA=2.51.